From a dataset of Full USPTO retrosynthesis dataset with 1.9M reactions from patents (1976-2016). Predict the reactants needed to synthesize the given product. (1) Given the product [Br:22][CH2:23][C:24]([NH:17][C:16]1[CH:11]=[CH:12][C:13]([As:18](=[O:20])([OH:21])[OH:19])=[CH:14][CH:15]=1)=[O:25], predict the reactants needed to synthesize it. The reactants are: C(=O)([O-])[O-].[Na+].[Na+].C(=O)([O-])[O-].[CH:11]1[C:16]([NH2:17])=[CH:15][CH:14]=[C:13]([As:18]([OH:21])([OH:20])=[O:19])[CH:12]=1.[Br:22][CH2:23][C:24](Br)=[O:25].C(=O)=O.S(=O)(=O)(O)O. (2) Given the product [CH:1]1([CH2:4][O:5][C:6]2[N:11]=[C:10]([C:12]([N:21]3[CH2:26][CH2:25][O:24][C:23](=[O:27])[CH2:22]3)=[O:14])[CH:9]=[N:8][C:7]=2[N:15]2[CH2:18][C:17]([F:20])([F:19])[CH2:16]2)[CH2:2][CH2:3]1, predict the reactants needed to synthesize it. The reactants are: [CH:1]1([CH2:4][O:5][C:6]2[N:11]=[C:10]([C:12]([OH:14])=O)[CH:9]=[N:8][C:7]=2[N:15]2[CH2:18][C:17]([F:20])([F:19])[CH2:16]2)[CH2:3][CH2:2]1.[NH:21]1[CH2:26][CH2:25][O:24][C:23](=[O:27])[CH2:22]1. (3) Given the product [Cl:7][C:8]1[CH:13]=[CH:12][CH:11]=[CH:10][C:9]=1[C:14]1[C:18]([C:19]([O:21][CH3:22])=[O:20])=[CH:17][N:16]([C:26]2[CH:27]=[CH:28][N:29]=[C:24]([Cl:23])[N:25]=2)[N:15]=1, predict the reactants needed to synthesize it. The reactants are: C(=O)([O-])[O-].[K+].[K+].[Cl:7][C:8]1[CH:13]=[CH:12][CH:11]=[CH:10][C:9]=1[C:14]1[C:18]([C:19]([O:21][CH3:22])=[O:20])=[CH:17][NH:16][N:15]=1.[Cl:23][C:24]1[N:29]=[C:28](Cl)[CH:27]=[CH:26][N:25]=1. (4) Given the product [Br:10][C:5]1[S:6][C:2]([CH3:1])=[CH:3][C:4]=1[C:7]([OH:9])=[O:8], predict the reactants needed to synthesize it. The reactants are: [CH3:1][C:2]1[S:6][CH:5]=[C:4]([C:7]([OH:9])=[O:8])[CH:3]=1.[Br:10]Br.O. (5) Given the product [CH3:1][O:2][C:3]1[CH:4]=[C:5]([C:11]2[NH:15][N:14]=[C:13]([CH3:16])[C:12]=2[NH2:17])[CH:6]=[CH:7][C:8]=1[O:9][CH3:10], predict the reactants needed to synthesize it. The reactants are: [CH3:1][O:2][C:3]1[CH:4]=[C:5]([C:11]2[NH:15][N:14]=[C:13]([CH3:16])[C:12]=2[N+:17]([O-])=O)[CH:6]=[CH:7][C:8]=1[O:9][CH3:10]. (6) Given the product [NH2:45][C@H:46]([CH3:50])[C:47]([NH:1][C@@H:2]1[CH2:6][CH2:5][N:4]([CH2:7][C:8]2[C:17]([Cl:18])=[C:16]3[C:11]([C:12](=[O:33])[N:13]([CH2:20][C:21]4[CH:26]=[C:25]([Cl:27])[CH:24]=[CH:23][C:22]=4[S:28]([CH2:31][CH3:32])(=[O:30])=[O:29])[C:14](=[O:19])[NH:15]3)=[CH:10][C:9]=2[C:34]([F:35])([F:36])[F:37])[CH2:3]1)=[O:48], predict the reactants needed to synthesize it. The reactants are: [NH2:1][C@@H:2]1[CH2:6][CH2:5][N:4]([CH2:7][C:8]2[C:17]([Cl:18])=[C:16]3[C:11]([C:12](=[O:33])[N:13]([CH2:20][C:21]4[CH:26]=[C:25]([Cl:27])[CH:24]=[CH:23][C:22]=4[S:28]([CH2:31][CH3:32])(=[O:30])=[O:29])[C:14](=[O:19])[NH:15]3)=[CH:10][C:9]=2[C:34]([F:37])([F:36])[F:35])[CH2:3]1.C(OC([NH:45][C@H:46]([CH3:50])[C:47](O)=[O:48])=O)(C)(C)C.CN(C(ON1N=NC2C=CC=NC1=2)=[N+](C)C)C.F[P-](F)(F)(F)(F)F.CN(C(ON1N=NC2C=CC=CC1=2)=[N+](C)C)C.F[P-](F)(F)(F)(F)F. (7) Given the product [C:14]([CH2:3][C@H:2]([CH3:4])[C:1]([OH:6])=[O:5])(=[S:21])[C:15]1[CH:20]=[CH:19][CH:18]=[CH:17][CH:16]=1, predict the reactants needed to synthesize it. The reactants are: [C:1]([O-:6])(=[O:5])[C:2]([CH3:4])=[CH2:3].[Na+].C(O)(=O)C(C)=C.[C:14](O)(=[S:21])[C:15]1[CH:20]=[CH:19][CH:18]=[CH:17][CH:16]=1.